This data is from Catalyst prediction with 721,799 reactions and 888 catalyst types from USPTO. The task is: Predict which catalyst facilitates the given reaction. (1) Reactant: F[C:2]1[CH:7]=[C:6]([C:8]2[C:13]([CH3:14])=[CH:12][C:11]([CH2:15][NH2:16])=[CH:10][N:9]=2)[CH:5]=[CH:4][N:3]=1.[O:17]1CCOCC1. Product: [NH2:16][CH2:15][C:11]1[CH:12]=[C:13]([CH3:14])[C:8]([C:6]2[CH:5]=[CH:4][NH:3][C:2](=[O:17])[CH:7]=2)=[N:9][CH:10]=1. The catalyst class is: 223. (2) Reactant: [Cl:1][C:2]1[CH:11]=[CH:10][CH:9]=[C:8]([Cl:12])[C:3]=1[C:4](Cl)=[N:5][OH:6].[C:13]([C:15]1[CH:16]=[C:17]([NH:21][CH2:22][CH2:23][P:24](=[O:31])([O:28][CH2:29][CH3:30])[O:25][CH2:26][CH3:27])[CH:18]=[CH:19][CH:20]=1)#[CH:14].C(N(CC)CC)C. Product: [Cl:1][C:2]1[CH:11]=[CH:10][CH:9]=[C:8]([Cl:12])[C:3]=1[C:4]1[CH:14]=[C:13]([C:15]2[CH:16]=[C:17]([NH:21][CH2:22][CH2:23][P:24](=[O:31])([O:28][CH2:29][CH3:30])[O:25][CH2:26][CH3:27])[CH:18]=[CH:19][CH:20]=2)[O:6][N:5]=1. The catalyst class is: 7. (3) Reactant: [H-].[Al+3].[Li+].[H-].[H-].[H-].Cl.[Br:8][C:9]1[CH:18]=[CH:17][CH:16]=[C:15]2[C:10]=1[CH2:11][C@H:12]([C:19](O)=[O:20])[NH:13][CH2:14]2.[OH-].[Na+].S([O-])([O-])(=O)=O.[Mg+2]. Product: [Br:8][C:9]1[CH:18]=[CH:17][CH:16]=[C:15]2[C:10]=1[CH2:11][C@H:12]([CH2:19][OH:20])[NH:13][CH2:14]2. The catalyst class is: 30. (4) Reactant: Cl.[NH2:2][C:3]1[N:8]=[C:7]([NH:9][CH2:10][CH2:11][CH2:12][CH3:13])[C:6]([CH2:14][C:15]2[CH:16]=[C:17]([CH2:23][C:24]([O:26][CH3:27])=[O:25])[CH:18]=[CH:19][C:20]=2[O:21][CH3:22])=[C:5]([CH3:28])[N:4]=1.[CH3:29][N:30]1[CH2:35][CH2:34][CH:33](CO)[CH2:32][CH2:31]1. Product: [NH2:2][C:3]1[N:8]=[C:7]([NH:9][CH2:10][CH2:11][CH2:12][CH3:13])[C:6]([CH2:14][C:15]2[CH:16]=[C:17]([CH2:23][C:24]([O:26][CH2:27][CH:33]3[CH2:34][CH2:35][N:30]([CH3:29])[CH2:31][CH2:32]3)=[O:25])[CH:18]=[CH:19][C:20]=2[O:21][CH3:22])=[C:5]([CH3:28])[N:4]=1. The catalyst class is: 12. (5) Reactant: [Br:1][C:2]1[CH:3]=[C:4]([NH:13][CH:14]2[CH2:19][CH2:18][CH:17]([NH:20][C:21]([O:23][C:24]([CH3:27])([CH3:26])[CH3:25])=[O:22])[CH2:16][CH2:15]2)[C:5]([CH3:12])=[C:6]([CH:11]=1)[C:7]([O:9][CH3:10])=[O:8].[C:28](=O)([O-])[O-].[Cs+].[Cs+].CI. Product: [Br:1][C:2]1[CH:3]=[C:4]([N:13]([C@H:14]2[CH2:19][CH2:18][C@@H:17]([NH:20][C:21]([O:23][C:24]([CH3:27])([CH3:26])[CH3:25])=[O:22])[CH2:16][CH2:15]2)[CH3:28])[C:5]([CH3:12])=[C:6]([CH:11]=1)[C:7]([O:9][CH3:10])=[O:8]. The catalyst class is: 10. (6) Reactant: [Cl:1][C:2]1[CH:7]=[CH:6][C:5]([C:8](=[C:13]2[CH2:18][CH2:17][N:16](C(OC(C)(C)C)=O)[CH2:15][CH2:14]2)[C:9]([O:11][CH3:12])=[O:10])=[CH:4][CH:3]=1.Cl. Product: [ClH:1].[Cl:1][C:2]1[CH:3]=[CH:4][C:5]([C:8](=[C:13]2[CH2:14][CH2:15][NH:16][CH2:17][CH2:18]2)[C:9]([O:11][CH3:12])=[O:10])=[CH:6][CH:7]=1. The catalyst class is: 12. (7) Reactant: [CH2:1]([C@@:4]1([C:20]2[CH:25]=[CH:24][C:23]([F:26])=[CH:22][CH:21]=2)[O:9][C:8](=[O:10])[N:7]([C@H:11]([C:13]2[CH:18]=[CH:17][C:16](Br)=[CH:15][CH:14]=2)[CH3:12])[CH2:6][CH2:5]1)[CH:2]=[CH2:3].[NH2:27][C:28]1[N:33]=[CH:32][C:31](B(O)O)=[CH:30][CH:29]=1.C([O-])([O-])=O.[Cs+].[Cs+]. Product: [CH2:1]([C@@:4]1([C:20]2[CH:25]=[CH:24][C:23]([F:26])=[CH:22][CH:21]=2)[O:9][C:8](=[O:10])[N:7]([C@H:11]([C:13]2[CH:18]=[CH:17][C:16]([C:31]3[CH:32]=[N:33][C:28]([NH2:27])=[CH:29][CH:30]=3)=[CH:15][CH:14]=2)[CH3:12])[CH2:6][CH2:5]1)[CH:2]=[CH2:3]. The catalyst class is: 184. (8) Reactant: [CH:1]([N:4]1[C:8]([C:9]2[N:18]=[C:17]3[N:11]([CH2:12][CH2:13][O:14][C:15]4[CH:22]=[C:21]([S:23][CH:24]5[CH2:29][CH2:28][N:27]([CH:30]([CH3:32])[CH3:31])[CH2:26][CH2:25]5)[CH:20]=[CH:19][C:16]=43)[CH:10]=2)=[N:7][C:6]([CH3:33])=[N:5]1)([CH3:3])[CH3:2].C(O)(C(F)(F)F)=[O:35].C1C=C(Cl)C=C(C(OO)=O)C=1. Product: [CH:1]([N:4]1[C:8]([C:9]2[N:18]=[C:17]3[C:16]4[CH:19]=[CH:20][C:21]([S:23]([CH:24]5[CH2:29][CH2:28][N:27]([CH:30]([CH3:32])[CH3:31])[CH2:26][CH2:25]5)=[O:35])=[CH:22][C:15]=4[O:14][CH2:13][CH2:12][N:11]3[CH:10]=2)=[N:7][C:6]([CH3:33])=[N:5]1)([CH3:3])[CH3:2]. The catalyst class is: 2.